From a dataset of Full USPTO retrosynthesis dataset with 1.9M reactions from patents (1976-2016). Predict the reactants needed to synthesize the given product. (1) Given the product [CH3:23][N:12]([CH2:11][C:9]1[N:10]=[C:6]2[CH:5]=[CH:4][CH:3]=[C:2]([N:28]3[CH2:29][CH2:30][CH2:31][N:25]([CH3:24])[CH2:26][CH2:27]3)[N:7]2[CH:8]=1)[C@@H:13]1[C:22]2[N:21]=[CH:20][CH:19]=[CH:18][C:17]=2[CH2:16][CH2:15][CH2:14]1, predict the reactants needed to synthesize it. The reactants are: F[C:2]1[N:7]2[CH:8]=[C:9]([CH2:11][N:12]([CH3:23])[C@@H:13]3[C:22]4[N:21]=[CH:20][CH:19]=[CH:18][C:17]=4[CH2:16][CH2:15][CH2:14]3)[N:10]=[C:6]2[CH:5]=[CH:4][CH:3]=1.[CH3:24][N:25]1[CH2:31][CH2:30][CH2:29][NH:28][CH2:27][CH2:26]1. (2) Given the product [I:25][C:26]1[C:31]2[O:32][CH2:33][O:34][C:30]=2[C:29]([NH:35][C:3]2[C:12]3[C:7](=[CH:8][C:9]([O:15][CH2:16][CH2:17][CH2:18][N:19]4[CH2:24][CH2:23][O:22][CH2:21][CH2:20]4)=[C:10]([O:13][CH3:14])[CH:11]=3)[N:6]=[CH:5][N:4]=2)=[CH:28][CH:27]=1, predict the reactants needed to synthesize it. The reactants are: Cl.Cl[C:3]1[C:12]2[C:7](=[CH:8][C:9]([O:15][CH2:16][CH2:17][CH2:18][N:19]3[CH2:24][CH2:23][O:22][CH2:21][CH2:20]3)=[C:10]([O:13][CH3:14])[CH:11]=2)[N:6]=[CH:5][N:4]=1.[I:25][C:26]1[C:31]2[O:32][CH2:33][O:34][C:30]=2[C:29]([NH2:35])=[CH:28][CH:27]=1. (3) The reactants are: FC(F)(F)C(O)=O.[NH2:8][C@@H:9]([CH2:16][CH2:17][C:18]1[CH:23]=[CH:22][CH:21]=[CH:20][CH:19]=1)/[CH:10]=[CH:11]/[C:12]([O:14][CH3:15])=[O:13].[CH3:24][C:25]([O:28][C:29]([NH:31][C@H:32]([C:39](O)=[O:40])[CH2:33][C:34]1[S:35][CH:36]=[CH:37][CH:38]=1)=[O:30])([CH3:27])[CH3:26].CCN=C=NCCCN(C)C.C1C=CC2N(O)N=NC=2C=1.CN1CCOCC1. Given the product [CH3:27][C:25]([O:28][C:29]([NH:31][C@H:32]([C:39]([NH:8][C@@H:9]([CH2:16][CH2:17][C:18]1[CH:19]=[CH:20][CH:21]=[CH:22][CH:23]=1)/[CH:10]=[CH:11]/[C:12]([O:14][CH3:15])=[O:13])=[O:40])[CH2:33][C:34]1[S:35][CH:36]=[CH:37][CH:38]=1)=[O:30])([CH3:24])[CH3:26], predict the reactants needed to synthesize it. (4) Given the product [NH2:29][C:24]1[C:25]([C:27]#[N:28])=[CH:26][N:22]([C:18]2[CH:19]=[CH:20][CH:21]=[C:16]([N:10]3[N:9]=[CH:8][C:7]4[C:12](=[CH:13][CH:14]=[C:5]([C:1]([CH3:2])([CH3:3])[CH3:4])[CH:6]=4)[C:11]3=[O:15])[C:17]=2[CH2:49][OH:50])[N:23]=1, predict the reactants needed to synthesize it. The reactants are: [C:1]([C:5]1[CH:6]=[C:7]2[C:12](=[CH:13][CH:14]=1)[C:11](=[O:15])[N:10]([C:16]1[C:17]([CH2:49][OH:50])=[C:18]([N:22]3[CH:26]=[C:25]([C:27]#[N:28])[C:24]([NH:29]C(C4C=CC=CC=4)(C4C=CC=CC=4)C4C=CC=CC=4)=[N:23]3)[CH:19]=[CH:20][CH:21]=1)[N:9]=[CH:8]2)([CH3:4])([CH3:3])[CH3:2].CO.Cl. (5) Given the product [C:40]([C:37]1[S:36][C:35]([N:6]2[CH2:7][C@H:3]([CH2:1][CH3:2])[C@H:4]([NH:8][C:9]3[C:10]4[N:11]([CH:18]=[C:19]([C:21]5[CH:22]=[N:23][C:24]([CH2:27][NH:28][C:29](=[O:33])[CH2:30][O:31][CH3:32])=[CH:25][CH:26]=5)[CH:20]=4)[N:12]=[CH:13][C:14]=3[C:15]([NH2:17])=[O:16])[CH2:5]2)=[N:39][CH:38]=1)#[N:41], predict the reactants needed to synthesize it. The reactants are: [CH2:1]([C@H:3]1[CH2:7][NH:6][CH2:5][C@H:4]1[NH:8][C:9]1[C:10]2[N:11]([CH:18]=[C:19]([C:21]3[CH:22]=[N:23][C:24]([CH2:27][NH:28][C:29](=[O:33])[CH2:30][O:31][CH3:32])=[CH:25][CH:26]=3)[CH:20]=2)[N:12]=[CH:13][C:14]=1[C:15]([NH2:17])=[O:16])[CH3:2].Cl[C:35]1[S:36][C:37]([C:40]#[N:41])=[CH:38][N:39]=1.C(N(C(C)C)CC)(C)C. (6) Given the product [CH2:5]([CH:17]([C:16](=[O:23])[CH:15]([CH3:14])[CH3:24])[C:18]([O:20][CH2:21][CH3:22])=[O:19])[CH2:1][CH2:2][CH3:3], predict the reactants needed to synthesize it. The reactants are: [CH2:1]([CH:5](C(=O)CC)C(OC)=O)[CH2:2][CH2:3]C.[CH3:14][CH:15]([CH3:24])[C:16](=[O:23])[CH2:17][C:18]([O:20][CH2:21][CH3:22])=[O:19]. (7) Given the product [NH2:60][C:61](=[N:91][O:11][C:8](=[O:10])[C@@H:6]([NH:2][C:3]([O:7][C:18]([CH3:46])([CH3:19])[CH3:17])=[O:49])[C@@H:5]([CH3:4])[CH2:12][CH3:13])[C:62]1[CH:90]=[CH:89][C:65]([O:66][CH2:67][CH2:68][CH2:69][CH:70]2[CH2:75][CH2:74][N:73]([CH2:76][CH2:77][CH2:78][O:79][C:80]3[CH:88]=[CH:87][C:83]([C:84]([NH2:86])=[O:85])=[CH:82][CH:81]=3)[CH2:72][CH2:71]2)=[CH:64][CH:63]=1, predict the reactants needed to synthesize it. The reactants are: C[N:2]1[CH2:6][CH2:5][CH2:4][C:3]1=[O:7].[C:8]([OH:11])(=[O:10])C.[C:12](O)(=O)[CH3:13].N[C:17](=N)[C:18]1[CH:46]=CC(OCCCC2CCN(CCCOC3C=CC(C(N)=N)=CC=3)CC2)=C[CH:19]=1.C(N1C=CN=C1)(N1C=CN=C1)=[O:49].[NH2:60][C:61](=[N:91]O)[C:62]1[CH:90]=[CH:89][C:65]([O:66][CH2:67][CH2:68][CH2:69][CH:70]2[CH2:75][CH2:74][N:73]([CH2:76][CH2:77][CH2:78][O:79][C:80]3[CH:88]=[CH:87][C:83]([C:84]([NH2:86])=[O:85])=[CH:82][CH:81]=3)[CH2:72][CH2:71]2)=[CH:64][CH:63]=1.